This data is from Forward reaction prediction with 1.9M reactions from USPTO patents (1976-2016). The task is: Predict the product of the given reaction. (1) Given the reactants O.[NH2:2][NH2:3].C[O:5][C:6]([C:8]1[N:13]=[C:12]([N:14]2[CH2:18][CH2:17][CH2:16][CH:15]2[C:19]2[O:23][N:22]=[C:21]([C:24]3[CH:29]=[CH:28][CH:27]=[CH:26][N:25]=3)[CH:20]=2)[N:11]=[C:10]([NH:30][C:31]2[CH:35]=[C:34]([CH3:36])[NH:33][N:32]=2)[CH:9]=1)=O, predict the reaction product. The product is: [NH2:2][NH:3][C:6]([C:8]1[N:13]=[C:12]([N:14]2[CH2:18][CH2:17][CH2:16][CH:15]2[C:19]2[O:23][N:22]=[C:21]([C:24]3[CH:29]=[CH:28][CH:27]=[CH:26][N:25]=3)[CH:20]=2)[N:11]=[C:10]([NH:30][C:31]2[CH:35]=[C:34]([CH3:36])[NH:33][N:32]=2)[CH:9]=1)=[O:5]. (2) Given the reactants [O:1]=[C:2]1[C:17]2[C:16]3[C:15]4[CH:14]=[CH:13][CH:12]=[CH:11][C:10]=4[NH:9][C:8]=3[CH:7]=[C:6]([CH:18]=[O:19])[C:5]=2[C:4](=[O:20])[N:3]1[C:21]([C:34]1[CH:39]=[CH:38][CH:37]=[CH:36][CH:35]=1)([C:28]1[CH:33]=[CH:32][CH:31]=[CH:30][CH:29]=1)[C:22]1[CH:27]=[CH:26][CH:25]=[CH:24][CH:23]=1.Cl.[CH3:41][N:42]([CH3:47])[CH:43]([CH3:46])[CH2:44]Cl.[CH3:48][C:49]([CH3:52])([O-])C.[K+], predict the reaction product. The product is: [CH3:41][N:42]([CH3:47])[CH:43]([CH3:46])[CH2:44][N:9]1[C:8]2[CH:7]=[C:6]([CH:18]=[O:19])[C:5]3[C:4](=[O:20])[N:3]([C:21]([C:34]4[CH:39]=[CH:38][CH:37]=[CH:36][CH:35]=4)([C:22]4[CH:27]=[CH:26][CH:25]=[CH:24][CH:23]=4)[C:28]4[CH:29]=[CH:30][CH:31]=[CH:32][CH:33]=4)[C:2](=[O:1])[C:17]=3[C:16]=2[C:15]2[CH:14]=[CH:13][CH:12]=[CH:11][C:10]1=2.[CH3:41][N:42]([CH3:43])[CH2:48][CH:49]([N:9]1[C:8]2[CH:7]=[C:6]([CH:18]=[O:19])[C:5]3[C:4](=[O:20])[N:3]([C:21]([C:34]4[CH:39]=[CH:38][CH:37]=[CH:36][CH:35]=4)([C:22]4[CH:27]=[CH:26][CH:25]=[CH:24][CH:23]=4)[C:28]4[CH:29]=[CH:30][CH:31]=[CH:32][CH:33]=4)[C:2](=[O:1])[C:17]=3[C:16]=2[C:15]2[CH:14]=[CH:13][CH:12]=[CH:11][C:10]1=2)[CH3:52]. (3) Given the reactants [N+:1]([C:4]1[C:11](C2C=CC(C)=C(C)C=2)=[CH:10][CH:9]=[CH:8][C:5]=1[C:6]#[N:7])([O-])=O.S(S([O-])=O)([O-])=O.[Na+].[Na+].[CH2:28](O)[CH3:29], predict the reaction product. The product is: [NH2:1][C:4]1[C:11]([NH:1][C:4]2[CH:5]=[CH:8][C:9]([CH3:10])=[C:28]([CH3:29])[CH:11]=2)=[CH:10][CH:9]=[CH:8][C:5]=1[C:6]#[N:7].